This data is from Forward reaction prediction with 1.9M reactions from USPTO patents (1976-2016). The task is: Predict the product of the given reaction. (1) Given the reactants [ClH:1].[CH:2]([C@H:15]1[N:20]2[CH2:21][CH2:22][N:23]([C:25]([N:27]3[CH2:32][CH2:31][O:30][CH2:29][CH2:28]3)=[O:26])[CH2:24][C@H:19]2[CH2:18][N:17](C(OC(C)(C)C)=O)[CH2:16]1)([C:9]1[CH:14]=[CH:13][CH:12]=[CH:11][CH:10]=1)[C:3]1[CH:8]=[CH:7][CH:6]=[CH:5][CH:4]=1, predict the reaction product. The product is: [ClH:1].[ClH:1].[CH:2]([C@H:15]1[N:20]2[CH2:21][CH2:22][N:23]([C:25]([N:27]3[CH2:28][CH2:29][O:30][CH2:31][CH2:32]3)=[O:26])[CH2:24][C@H:19]2[CH2:18][NH:17][CH2:16]1)([C:9]1[CH:14]=[CH:13][CH:12]=[CH:11][CH:10]=1)[C:3]1[CH:4]=[CH:5][CH:6]=[CH:7][CH:8]=1. (2) Given the reactants [CH2:1]([N:8]1[CH2:22][CH:21]([CH3:23])[N:11]2[C:12](=[O:20])[C:13]3[CH:14]=[CH:15][CH:16]=[CH:17][C:18]=3[CH2:19][CH:10]2[CH2:9]1)C1C=CC=CC=1.[H][H], predict the reaction product. The product is: [CH3:1][N:8]1[CH2:22][C@@H:21]([CH3:23])[N:11]2[C:12](=[O:20])[C:13]3[CH:14]=[CH:15][CH:16]=[CH:17][C:18]=3[CH2:19][C@@H:10]2[CH2:9]1. (3) The product is: [NH2:17][C:18]1[CH:23]=[CH:22][C:21]([N:13]=[N:9][C:8]2[CH:10]=[CH:11][C:5]([S:2]([CH3:1])(=[O:3])=[O:4])=[CH:6][CH:7]=2)=[C:20]([CH3:24])[CH:19]=1. Given the reactants [CH3:1][S:2]([C:5]1[CH:11]=[CH:10][C:8]([NH2:9])=[CH:7][CH:6]=1)(=[O:4])=[O:3].Cl.[N:13]([O-])=O.[Na+].[NH2:17][C:18]1[CH:23]=[CH:22][CH:21]=[C:20]([CH3:24])[CH:19]=1, predict the reaction product. (4) Given the reactants Cl[C:2]1[C:11]2[N:10]=[C:9]([CH3:12])[CH:8]=[CH:7][C:6]=2[C:5](B(O)O)=[CH:4][N:3]=1.Br[C:17]1[CH:22]=[CH:21][CH:20]=[C:19]([CH3:23])[N:18]=1.[NH2:24][C:25]1[N:26]=[C:27]([CH3:30])[S:28][CH:29]=1, predict the reaction product. The product is: [CH3:12][C:9]1[CH:8]=[CH:7][C:6]2[C:11](=[C:2]([NH:24][C:25]3[N:26]=[C:27]([CH3:30])[S:28][CH:29]=3)[N:3]=[CH:4][C:5]=2[C:17]2[CH:22]=[CH:21][CH:20]=[C:19]([CH3:23])[N:18]=2)[N:10]=1. (5) Given the reactants [CH2:1]([O:8][C:9]([N:11]1[CH2:16][CH2:15][C:14]([CH:18]([NH2:27])[CH2:19][C:20]2[CH:25]=[CH:24][C:23]([F:26])=[CH:22][CH:21]=2)([OH:17])[CH2:13][CH2:12]1)=[O:10])[C:2]1[CH:7]=[CH:6][CH:5]=[CH:4][CH:3]=1.Cl[CH2:29][C:30](Cl)=[O:31].[Na+].[I-].[I-].CC(C)([O-])C, predict the reaction product. The product is: [CH2:1]([O:8][C:9]([N:11]1[CH2:12][CH2:13][C:14]2([O:17][CH2:29][C:30](=[O:31])[NH:27][CH:18]2[CH2:19][C:20]2[CH:25]=[CH:24][C:23]([F:26])=[CH:22][CH:21]=2)[CH2:15][CH2:16]1)=[O:10])[C:2]1[CH:7]=[CH:6][CH:5]=[CH:4][CH:3]=1. (6) Given the reactants [Cl:1][C:2]1[N:10]=[C:9]2[C:5]([N:6]=[CH:7][NH:8]2)=[C:4]([Cl:11])[N:3]=1.C([O-])([O-])=O.[K+].[K+].I[CH:19]([CH3:21])[CH3:20], predict the reaction product. The product is: [Cl:1][C:2]1[N:10]=[C:9]2[C:5]([N:6]=[CH:7][N:8]2[CH:19]([CH3:21])[CH3:20])=[C:4]([Cl:11])[N:3]=1. (7) Given the reactants Cl.[NH2:2][C@H:3]([C:8]([N:10]1[CH2:14][CH2:13][CH2:12][C@H:11]1[C:15]#[N:16])=[O:9])[C@H:4]([CH2:6][CH3:7])[CH3:5].[C:17](=O)([O:25]C1C=CC([N+]([O-])=O)=CC=1)[O:18][CH:19]([O:21][C:22](=[O:24])[CH3:23])[CH3:20].C(N(CC)CC)C, predict the reaction product. The product is: [C:22]([O:21][CH:19]([O:18][C:17]([NH:2][C@H:3]([C:8]([N:10]1[CH2:14][CH2:13][CH2:12][C@H:11]1[C:15]#[N:16])=[O:9])[C@H:4]([CH2:6][CH3:7])[CH3:5])=[O:25])[CH3:20])(=[O:24])[CH3:23]. (8) Given the reactants [OH:1][C:2]1[C:11]2[C:6](=[CH:7][CH:8]=[CH:9][CH:10]=2)[N:5]([CH:12]=[CH:13][C:14](=[CH2:16])[CH3:15])[C:4](=[O:17])[C:3]=1[C:18]([O:20]CC)=O.[C:23]([NH:36][NH2:37])(=[O:35])[CH2:24][CH2:25][CH2:26][CH2:27][CH2:28][CH2:29][CH2:30][CH2:31][CH2:32][CH2:33][CH3:34], predict the reaction product. The product is: [C:23]([NH:36][NH:37][C:18]([C:3]1[C:4](=[O:17])[N:5]([CH:12]=[CH:13][C:14](=[CH2:16])[CH3:15])[C:6]2[C:11]([C:2]=1[OH:1])=[CH:10][CH:9]=[CH:8][CH:7]=2)=[O:20])(=[O:35])[CH2:24][CH2:25][CH2:26][CH2:27][CH2:28][CH2:29][CH2:30][CH2:31][CH2:32][CH2:33][CH3:34]. (9) Given the reactants [Br:1][C:2]1[CH:3]=[C:4]2[C:9](=[CH:10][CH:11]=1)[C:8](=[O:12])[NH:7][C:6](=[O:13])/[C:5]/2=[CH:14]\[NH:15][C:16]1[CH:21]=[CH:20][C:19]([N:22]2[CH2:27][CH2:26][N:25]([CH3:28])[CH2:24][CH2:23]2)=[C:18]([F:29])[CH:17]=1.BrC1C=C2C(=CC=1)[C:37](=[O:41])NC(=O)C2=CNC1C=CC(N2CC(C)NC(C)C2)=CC=1, predict the reaction product. The product is: [Br:1][C:2]1[CH:3]=[C:4]2[C:9](=[CH:10][CH:11]=1)[C:8](=[O:12])[NH:7][C:6](=[O:13])/[C:5]/2=[CH:14]/[O:41][CH3:37].[F:29][C:18]1[CH:17]=[C:16]([NH2:15])[CH:21]=[CH:20][C:19]=1[N:22]1[CH2:23][CH2:24][N:25]([CH3:28])[CH2:26][CH2:27]1.